From a dataset of Reaction yield outcomes from USPTO patents with 853,638 reactions. Predict the reaction yield, written as a fraction of the theoretical maximum amount of product (1.0 means a 100% yield; for example, 0.34 means a 34% yield). (1) The reactants are [C@@H:1]1([N:10]2[C:19]3[N:18]=[CH:17][N:16]=[C:14]([NH2:15])[C:13]=3[N:12]=[CH:11]2)[O:9][C@H:6]([CH2:7][OH:8])[C@@H:4]([OH:5])[C@H:2]1[OH:3].[F:20][C:21](I)([F:23])[F:22].OO. The catalyst is S([O-])([O-])(=O)=O.[Fe+2].CS(C)=O. The product is [F:20][C:21]([F:23])([F:22])[C:11]1[N:10]([C:19]2[N:18]=[CH:17][N:16]=[C:14]([NH2:15])[C:13]=2[N:12]=1)[C@@H:1]1[O:9][C@H:6]([CH2:7][OH:8])[C@@H:4]([OH:5])[C@H:2]1[OH:3]. The yield is 0.0670. (2) The reactants are [C:1]([C:5]1[CH:10]=[CH:9][C:8]([C:11]2[N:15]([CH3:16])[N:14]=[C:13]([C:17](=[N:19][NH:20][C:21]([C:23]3[CH:32]=[CH:31][C:26]([C:27]([O:29]C)=[O:28])=[C:25]([N+:33]([O-:35])=[O:34])[CH:24]=3)=[O:22])[CH3:18])[C:12]=2[OH:36])=[CH:7][CH:6]=1)([CH3:4])([CH3:3])[CH3:2].CO.[OH-].[Na+].Cl. The catalyst is O. The product is [C:1]([C:5]1[CH:10]=[CH:9][C:8]([C:11]2[N:15]([CH3:16])[N:14]=[C:13]([C:17](=[N:19][NH:20][C:21]([C:23]3[CH:32]=[CH:31][C:26]([C:27]([OH:29])=[O:28])=[C:25]([N+:33]([O-:35])=[O:34])[CH:24]=3)=[O:22])[CH3:18])[C:12]=2[OH:36])=[CH:7][CH:6]=1)([CH3:2])([CH3:3])[CH3:4]. The yield is 0.580. (3) The reactants are Br[C:2]1[N:3]=[C:4]2[C:10]([C:11]([NH:13][C:14]([CH3:17])([CH3:16])[CH3:15])=[O:12])=[CH:9][N:8]([CH2:18][O:19][CH2:20][CH2:21][Si:22]([CH3:25])([CH3:24])[CH3:23])[C:5]2=[N:6][CH:7]=1.[CH3:26][N:27]1[C:35]2[CH2:34][CH2:33][CH2:32][NH:31][C:30]=2[CH:29]=[N:28]1.CC1(C)C2C(=C(P(C3C=CC=CC=3)C3C=CC=CC=3)C=CC=2)OC2C(P(C3C=CC=CC=3)C3C=CC=CC=3)=CC=CC1=2.C([O-])([O-])=O.[Cs+].[Cs+]. The catalyst is C1C=CC(/C=C/C(/C=C/C2C=CC=CC=2)=O)=CC=1.C1C=CC(/C=C/C(/C=C/C2C=CC=CC=2)=O)=CC=1.C1C=CC(/C=C/C(/C=C/C2C=CC=CC=2)=O)=CC=1.[Pd].[Pd].O1CCOCC1. The product is [C:14]([NH:13][C:11]([C:10]1[C:4]2[C:5](=[N:6][CH:7]=[C:2]([N:31]3[CH2:32][CH2:33][CH2:34][C:35]4[N:27]([CH3:26])[N:28]=[CH:29][C:30]3=4)[N:3]=2)[N:8]([CH2:18][O:19][CH2:20][CH2:21][Si:22]([CH3:25])([CH3:24])[CH3:23])[CH:9]=1)=[O:12])([CH3:17])([CH3:16])[CH3:15]. The yield is 0.990. (4) The reactants are [NH2:1][C:2]1[N:7]=[C:6]([N:8]2[C:17]3[C:12](=[CH:13][C:14]([F:20])=[C:15](F)[C:16]=3[Cl:18])[C:11](=[O:21])[C:10]([C:22]([OH:24])=[O:23])=[CH:9]2)[C:5]([F:25])=[CH:4][C:3]=1[F:26].C([N:29]([CH2:32][CH3:33])[CH2:30]C)C.NN. The catalyst is C(#N)C. The product is [NH2:8][CH2:17][C:16](=[C:33]1[CH2:30][N:29]([C:15]2[C:16]([Cl:18])=[C:17]3[C:12]([C:11](=[O:21])[C:10]([C:22]([OH:24])=[O:23])=[CH:9][N:8]3[C:6]3[C:5]([F:25])=[CH:4][C:3]([F:26])=[C:2]([NH2:1])[N:7]=3)=[CH:13][C:14]=2[F:20])[CH2:32]1)[Cl:18]. The yield is 0.370. (5) The reactants are [CH:1]([O:4][C:5]1[CH:22]=[CH:21][C:20]([S:23]([CH3:26])(=[O:25])=[O:24])=[CH:19][C:6]=1[C:7]([N:9]1[CH2:13][CH2:12][CH:11]([O:14]S(C)(=O)=O)[CH2:10]1)=[O:8])([CH3:3])[CH3:2].[F:27][C:28]([F:41])([F:40])[C:29]1[CH:30]=[C:31](O)[CH:32]=[C:33]([C:35]([F:38])([F:37])[F:36])[CH:34]=1. No catalyst specified. The product is [F:27][C:28]([F:40])([F:41])[C:29]1[CH:30]=[C:31]([CH:32]=[C:33]([C:35]([F:36])([F:37])[F:38])[CH:34]=1)[O:14][CH:11]1[CH2:12][CH2:13][N:9]([C:7]([C:6]2[CH:19]=[C:20]([S:23]([CH3:26])(=[O:25])=[O:24])[CH:21]=[CH:22][C:5]=2[O:4][CH:1]([CH3:3])[CH3:2])=[O:8])[CH2:10]1. The yield is 0.190. (6) The reactants are [Br:1]N1C(=O)CCC1=O.C1(P(C2C=CC=CC=2)C2C=CC=CC=2)C=CC=CC=1.[Cl:28][C:29]1[CH:34]=[CH:33][C:32]([CH2:35][O:36][CH2:37][CH2:38]O)=[CH:31][CH:30]=1. The catalyst is C(Cl)Cl.[Al]. The product is [Br:1][CH2:38][CH2:37][O:36][CH2:35][C:32]1[CH:33]=[CH:34][C:29]([Cl:28])=[CH:30][CH:31]=1. The yield is 0.570. (7) The reactants are [CH:1]([O:4][C:5]1[CH:13]=[CH:12][C:8]([C:9]([OH:11])=O)=[CH:7][C:6]=1[C:14]([F:17])([F:16])[F:15])([CH3:3])[CH3:2].C1C=CC2N(O)N=NC=2C=1.CCN=C=NCCCN(C)C.[OH:39][C:40]1(O)[C:48]2[CH:47]=[CH:46][CH:45]=[C:44]([C:49](=[NH:51])[NH2:50])[C:43]=2[CH2:42][CH2:41]1.[Na+].[Cl-]. The catalyst is CN(C=O)C. The product is [CH:1]([O:4][C:5]1[CH:13]=[CH:12][C:8]([C:9]2[O:11][N:51]=[C:49]([C:44]3[CH:45]=[CH:46][CH:47]=[C:48]4[C:43]=3[CH2:42][CH2:41][CH:40]4[OH:39])[N:50]=2)=[CH:7][C:6]=1[C:14]([F:17])([F:16])[F:15])([CH3:2])[CH3:3]. The yield is 0.680. (8) The reactants are [CH3:1][CH:2]([Si:4]([CH:16]([CH3:18])[CH3:17])([CH:13]([CH3:15])[CH3:14])[O:5][C:6]1[CH:12]=[CH:11][C:9]([NH2:10])=[CH:8][CH:7]=1)[CH3:3].Br[C:20]1[CH:25]=[CH:24][C:23]([N+:26]([O-:28])=[O:27])=[C:22]([C:29]([F:32])([F:31])[F:30])[CH:21]=1.C(O[Na])(C)(C)C. The catalyst is C1(C)C=CC=CC=1.C1C=CC(/C=C/C(/C=C/C2C=CC=CC=2)=O)=CC=1.C1C=CC(/C=C/C(/C=C/C2C=CC=CC=2)=O)=CC=1.C1C=CC(/C=C/C(/C=C/C2C=CC=CC=2)=O)=CC=1.[Pd].[Pd].C1C=CC(P(C2C(C3C(P(C4C=CC=CC=4)C4C=CC=CC=4)=CC=C4C=3C=CC=C4)=C3C(C=CC=C3)=CC=2)C2C=CC=CC=2)=CC=1. The product is [N+:26]([C:23]1[CH:24]=[CH:25][C:20]([NH:10][C:9]2[CH:11]=[CH:12][C:6]([O:5][Si:4]([CH:16]([CH3:18])[CH3:17])([CH:2]([CH3:1])[CH3:3])[CH:13]([CH3:15])[CH3:14])=[CH:7][CH:8]=2)=[CH:21][C:22]=1[C:29]([F:30])([F:31])[F:32])([O-:28])=[O:27]. The yield is 0.310. (9) The reactants are [F:1][C:2]([F:10])([F:9])[CH2:3][CH2:4][CH2:5][C:6]([OH:8])=[O:7].ClC(Cl)(Cl)C(=N)O[C:15]([CH3:18])([CH3:17])[CH3:16].B(F)(F)F.CCOCC.C([O-])(O)=O.[Na+]. The catalyst is C1COCC1.CCCCCC. The product is [F:1][C:2]([F:10])([F:9])[CH2:3][CH2:4][CH2:5][C:6]([O:8][C:15]([CH3:18])([CH3:17])[CH3:16])=[O:7]. The yield is 0.980. (10) The reactants are [CH3:1][O:2][C:3](=[O:24])[C:4]1[C:5](=[C:10]([CH3:23])[C:11](OS(C(F)(F)F)(=O)=O)=[CH:12][C:13]=1[OH:14])[C:6]([O:8][CH3:9])=[O:7].[Cl-].[Li+].[C:27]1([As](C2C=CC=CC=2)C2C=CC=CC=2)C=CC=C[CH:28]=1.C(C([Sn])=C(CCCC)CCCC)CCC.[F-].[K+]. The catalyst is CN1CCCC1=O.CCOC(C)=O. The product is [CH3:1][O:2][C:3](=[O:24])[C:4]1[C:5](=[C:10]([CH3:23])[C:11]([CH:27]=[CH2:28])=[CH:12][C:13]=1[OH:14])[C:6]([O:8][CH3:9])=[O:7]. The yield is 0.870.